From a dataset of NCI-60 drug combinations with 297,098 pairs across 59 cell lines. Regression. Given two drug SMILES strings and cell line genomic features, predict the synergy score measuring deviation from expected non-interaction effect. (1) Drug 1: C1=C(C(=O)NC(=O)N1)F. Drug 2: N.N.Cl[Pt+2]Cl. Cell line: K-562. Synergy scores: CSS=15.6, Synergy_ZIP=-8.84, Synergy_Bliss=-17.2, Synergy_Loewe=-18.4, Synergy_HSA=-16.1. (2) Drug 1: CC(CN1CC(=O)NC(=O)C1)N2CC(=O)NC(=O)C2. Drug 2: CN(C(=O)NC(C=O)C(C(C(CO)O)O)O)N=O. Cell line: OVCAR-5. Synergy scores: CSS=21.7, Synergy_ZIP=-3.08, Synergy_Bliss=1.23, Synergy_Loewe=-15.2, Synergy_HSA=1.85. (3) Drug 1: CC(C)NC(=O)C1=CC=C(C=C1)CNNC.Cl. Drug 2: C1CCC(C(C1)N)N.C(=O)(C(=O)[O-])[O-].[Pt+4]. Cell line: UACC-257. Synergy scores: CSS=0.630, Synergy_ZIP=-5.65, Synergy_Bliss=-13.1, Synergy_Loewe=-18.0, Synergy_HSA=-10.3. (4) Drug 1: CCCS(=O)(=O)NC1=C(C(=C(C=C1)F)C(=O)C2=CNC3=C2C=C(C=N3)C4=CC=C(C=C4)Cl)F. Drug 2: CCCCCOC(=O)NC1=NC(=O)N(C=C1F)C2C(C(C(O2)C)O)O. Cell line: TK-10. Synergy scores: CSS=5.95, Synergy_ZIP=-2.24, Synergy_Bliss=-0.201, Synergy_Loewe=-0.679, Synergy_HSA=-0.541. (5) Drug 1: C1=CC(=C2C(=C1NCCNCCO)C(=O)C3=C(C=CC(=C3C2=O)O)O)NCCNCCO. Drug 2: CC(C)NC(=O)C1=CC=C(C=C1)CNNC.Cl. Cell line: HS 578T. Synergy scores: CSS=33.8, Synergy_ZIP=4.46, Synergy_Bliss=4.72, Synergy_Loewe=-22.1, Synergy_HSA=2.38. (6) Cell line: CCRF-CEM. Drug 1: CC1=C2C(C(=O)C3(C(CC4C(C3C(C(C2(C)C)(CC1OC(=O)C(C(C5=CC=CC=C5)NC(=O)OC(C)(C)C)O)O)OC(=O)C6=CC=CC=C6)(CO4)OC(=O)C)OC)C)OC. Synergy scores: CSS=70.1, Synergy_ZIP=13.0, Synergy_Bliss=12.2, Synergy_Loewe=0.107, Synergy_HSA=13.0. Drug 2: CC1=CC=C(C=C1)C2=CC(=NN2C3=CC=C(C=C3)S(=O)(=O)N)C(F)(F)F. (7) Drug 1: C1=CC(=CC=C1CC(C(=O)O)N)N(CCCl)CCCl.Cl. Drug 2: C1CN1P(=S)(N2CC2)N3CC3. Cell line: K-562. Synergy scores: CSS=28.1, Synergy_ZIP=-7.15, Synergy_Bliss=0.00489, Synergy_Loewe=-1.53, Synergy_HSA=-1.76.